From a dataset of Full USPTO retrosynthesis dataset with 1.9M reactions from patents (1976-2016). Predict the reactants needed to synthesize the given product. (1) Given the product [C:12]([O:11][C:9]([N:27]1[CH2:26][CH2:25][N:24]([C:21]2[CH:20]=[CH:19][C:18]([Br:17])=[CH:23][CH:22]=2)[CH2:29][CH2:28]1)=[O:10])([CH3:13])([CH3:14])[CH3:15], predict the reactants needed to synthesize it. The reactants are: [C:9](O[C:9]([O:11][C:12]([CH3:15])([CH3:14])[CH3:13])=[O:10])([O:11][C:12]([CH3:15])([CH3:14])[CH3:13])=[O:10].Cl.[Br:17][C:18]1[CH:23]=[CH:22][C:21]([N:24]2[CH2:29][CH2:28][NH:27][CH2:26][CH2:25]2)=[CH:20][CH:19]=1.C(N(CC)CC)C. (2) Given the product [C:18]([NH:17][C:13]1[CH:12]=[C:11]([CH:8]2[CH2:9][CH2:10][N:5]([CH2:4][CH2:3][C@H:2]([NH:1][C:29](=[O:36])[C:30]3[CH:35]=[CH:34][CH:33]=[N:32][CH:31]=3)[C:23]3[CH:24]=[CH:25][CH:26]=[CH:27][CH:28]=3)[CH2:6][CH2:7]2)[CH:16]=[CH:15][CH:14]=1)(=[O:22])[CH:19]([CH3:21])[CH3:20], predict the reactants needed to synthesize it. The reactants are: [NH2:1][C@H:2]([C:23]1[CH:28]=[CH:27][CH:26]=[CH:25][CH:24]=1)[CH2:3][CH2:4][N:5]1[CH2:10][CH2:9][CH:8]([C:11]2[CH:12]=[C:13]([NH:17][C:18](=[O:22])[CH:19]([CH3:21])[CH3:20])[CH:14]=[CH:15][CH:16]=2)[CH2:7][CH2:6]1.[C:29](Cl)(=[O:36])[C:30]1[CH:35]=[CH:34][CH:33]=[N:32][CH:31]=1. (3) Given the product [O:4]1[C:8]2[CH:9]=[CH:10][CH:11]=[C:12]([N:13]3[CH2:18][CH2:17][N:16]([CH2:19][CH2:20][C@H:21]4[CH2:26][CH2:25][C@H:24]([NH:27][C:35]([C:29]5([OH:28])[CH2:34][CH2:33][CH2:32][CH2:31][CH2:30]5)=[O:36])[CH2:23][CH2:22]4)[CH2:15][CH2:14]3)[C:7]=2[O:6][CH2:5]1, predict the reactants needed to synthesize it. The reactants are: Cl.Cl.Cl.[O:4]1[C:8]2[CH:9]=[CH:10][CH:11]=[C:12]([N:13]3[CH2:18][CH2:17][N:16]([CH2:19][CH2:20][C@H:21]4[CH2:26][CH2:25][C@H:24]([NH2:27])[CH2:23][CH2:22]4)[CH2:15][CH2:14]3)[C:7]=2[O:6][CH2:5]1.[OH:28][C:29]1([C:35](O)=[O:36])[CH2:34][CH2:33][CH2:32][CH2:31][CH2:30]1. (4) Given the product [CH3:27][O:28][C:29]1[CH:36]=[CH:35][C:32]([CH2:33][NH:34][C:11](=[O:13])[C:10](=[N:9][NH:8][C:5]2[CH:4]=[CH:3][C:2]([Cl:1])=[CH:7][CH:6]=2)[CH3:14])=[CH:31][CH:30]=1, predict the reactants needed to synthesize it. The reactants are: [Cl:1][C:2]1[CH:7]=[CH:6][C:5]([NH:8][N:9]=[C:10]([CH3:14])[C:11]([OH:13])=O)=[CH:4][CH:3]=1.C(C1NC=CN=1)(C1NC=CN=1)=O.[CH3:27][O:28][C:29]1[CH:36]=[CH:35][C:32]([CH2:33][NH2:34])=[CH:31][CH:30]=1. (5) Given the product [Cl:9][CH2:1][C:2]1[N:3]=[N:4][C:5]([CH2:26][Cl:29])=[CH:6][CH:7]=1, predict the reactants needed to synthesize it. The reactants are: [CH3:1][C:2]1[N:3]=[N:4][C:5](C)=[CH:6][CH:7]=1.[Cl:9]N1C(=O)N(Cl)C(=O)N(Cl)C1=O.CCCCC.[CH:26]([Cl:29])(Cl)Cl. (6) Given the product [ClH:18].[Cl:18][C:14]1[CH:13]=[C:12]([C@@H:10]([OH:11])[CH2:9][NH:8][CH2:19][CH2:20][C:21]2[CH:22]=[CH:23][C:24]([S:27]([C:30]3[CH:31]=[CH:32][C:33]([O:34][CH2:35][C:36]([O:38][CH:39]([CH3:41])[CH3:40])=[O:37])=[CH:42][CH:43]=3)(=[O:28])=[O:29])=[CH:25][CH:26]=2)[CH:17]=[CH:16][CH:15]=1, predict the reactants needed to synthesize it. The reactants are: C(OC([N:8]([CH2:19][CH2:20][C:21]1[CH:26]=[CH:25][C:24]([S:27]([C:30]2[CH:43]=[CH:42][C:33]([O:34][CH2:35][C:36]([O:38][CH:39]([CH3:41])[CH3:40])=[O:37])=[CH:32][CH:31]=2)(=[O:29])=[O:28])=[CH:23][CH:22]=1)[CH2:9][C@@H:10]([C:12]1[CH:17]=[CH:16][CH:15]=[C:14]([Cl:18])[CH:13]=1)[OH:11])=O)(C)(C)C.Cl. (7) Given the product [CH3:29][C:28]1[C:23]2[N:24]([C:20]([C:3]3[C:2]([N:82]4[CH2:83][CH2:84][N:79]([CH3:78])[CH2:80][CH2:81]4)=[CH:7][N:6]=[C:5]([N:8]([C@H:12]([C:14]4[CH:19]=[CH:18][CH:17]=[CH:16][CH:15]=4)[CH3:13])[C:9](=[O:11])[CH3:10])[N:4]=3)=[CH:21][N:22]=2)[CH:25]=[CH:26][CH:27]=1, predict the reactants needed to synthesize it. The reactants are: Br[C:2]1[C:3]([C:20]2[N:24]3[CH:25]=[CH:26][CH:27]=[C:28]([CH3:29])[C:23]3=[N:22][CH:21]=2)=[N:4][C:5]([N:8]([C@H:12]([C:14]2[CH:19]=[CH:18][CH:17]=[CH:16][CH:15]=2)[CH3:13])[C:9](=[O:11])[CH3:10])=[N:6][CH:7]=1.C1(P(C2C=CC=CC=2)C2C3OC4C(=CC=CC=4P(C4C=CC=CC=4)C4C=CC=CC=4)C(C)(C)C=3C=CC=2)C=CC=CC=1.C(=O)([O-])[O-].[Cs+].[Cs+].[CH3:78][N:79]1[CH2:84][CH2:83][NH:82][CH2:81][CH2:80]1.C(=O)([O-])O.[Na+]. (8) Given the product [CH3:18][N:15]1[CH2:14][CH2:13][N:12]([C:8]2[N:7]3[C:3]([CH2:2][NH:1][C:32](=[O:35])[CH2:33][CH3:34])=[C:4]([CH2:19][N:20]([CH3:31])[C@@H:21]4[C:30]5[N:29]=[CH:28][CH:27]=[CH:26][C:25]=5[CH2:24][CH2:23][CH2:22]4)[N:5]=[C:6]3[CH:11]=[CH:10][CH:9]=2)[CH2:17][CH2:16]1, predict the reactants needed to synthesize it. The reactants are: [NH2:1][CH2:2][C:3]1[N:7]2[C:8]([N:12]3[CH2:17][CH2:16][N:15]([CH3:18])[CH2:14][CH2:13]3)=[CH:9][CH:10]=[CH:11][C:6]2=[N:5][C:4]=1[CH2:19][N:20]([CH3:31])[C@@H:21]1[C:30]2[N:29]=[CH:28][CH:27]=[CH:26][C:25]=2[CH2:24][CH2:23][CH2:22]1.[C:32](Cl)(=[O:35])[CH2:33][CH3:34].